This data is from Reaction yield outcomes from USPTO patents with 853,638 reactions. The task is: Predict the reaction yield, written as a fraction of the theoretical maximum amount of product (1.0 means a 100% yield; for example, 0.34 means a 34% yield). The reactants are [CH:1]1[C:13]2[CH2:12][C:11]3[C:6](=[CH:7][CH:8]=[CH:9][CH:10]=3)[C:5]=2[CH:4]=[CH:3][CH:2]=1.O.[Br:15]Br.S([O-])(O)=O.[Na+]. The catalyst is S(=O)(=O)(O)O.C1(C)C=CC=CC=1. The product is [Br:15][C:9]1[CH:8]=[CH:7][C:6]2[C:5]3[C:13](=[CH:1][CH:2]=[CH:3][CH:4]=3)[CH2:12][C:11]=2[CH:10]=1. The yield is 0.820.